From a dataset of Full USPTO retrosynthesis dataset with 1.9M reactions from patents (1976-2016). Predict the reactants needed to synthesize the given product. (1) Given the product [Br:37][C:35]1[CH:34]=[CH:33][C:32]([F:38])=[C:31]([C@:27]2([CH2:29][F:30])[C@H:26]3[C@:24](/[CH:39]=[CH:45]/[C:46]([O:4][CH2:2][CH3:5])=[O:47])([CH2:25]3)[S:23][C:22]([N:13]([C:12]([O:11][C:7]([CH3:10])([CH3:9])[CH3:8])=[O:41])[CH2:14][O:15][CH2:16][CH2:17][Si:18]([CH3:19])([CH3:21])[CH3:20])=[N:28]2)[CH:36]=1, predict the reactants needed to synthesize it. The reactants are: C[C:2]([CH3:5])([O-:4])C.[K+].[C:7]([O:11][C:12](=[O:41])[N:13]([C:22]1[S:23][C@:24]2([CH:39]=O)[C@H:26]([C@:27]([C:31]3[CH:36]=[C:35]([Br:37])[CH:34]=[CH:33][C:32]=3[F:38])([CH2:29][F:30])[N:28]=1)[CH2:25]2)[CH2:14][O:15][CH2:16][CH2:17][Si:18]([CH3:21])([CH3:20])[CH3:19])([CH3:10])([CH3:9])[CH3:8].[NH4+].[Cl-].C1C[O:47][CH2:46][CH2:45]1. (2) The reactants are: Br[C:2]1[CH:10]=[C:9]2[C:5]([CH:6]=[CH:7][NH:8]2)=[CH:4][CH:3]=1.[Na+].[I-:12].CN[C@H]1CCCC[C@@H]1NC. Given the product [I:12][C:2]1[CH:10]=[C:9]2[C:5]([CH:6]=[CH:7][NH:8]2)=[CH:4][CH:3]=1, predict the reactants needed to synthesize it. (3) Given the product [Br:30][C:26]1[CH:27]=[C:28]([Br:29])[C:20]2[N:19]=[C:16]([C:9]3[N:8]([C:3]4[C:2]([Cl:1])=[CH:7][CH:6]=[CH:5][N:4]=4)[C:12]([S:13][C:14]#[N:15])=[CH:11][CH:10]=3)[O:18][C:22](=[O:23])[C:21]=2[CH:25]=1, predict the reactants needed to synthesize it. The reactants are: [Cl:1][C:2]1[C:3]([N:8]2[C:12]([S:13][C:14]#[N:15])=[CH:11][CH:10]=[C:9]2[C:16]([OH:18])=O)=[N:4][CH:5]=[CH:6][CH:7]=1.[NH2:19][C:20]1[C:28]([Br:29])=[CH:27][C:26]([Br:30])=[CH:25][C:21]=1[C:22](O)=[O:23].BrC1C=C(C(O)=O)N(C2C(Cl)=CC=CN=2)C=1.NC1C(C)=CC(Cl)=CC=1C(O)=O. (4) Given the product [F:25][C:26]([F:31])([F:30])[C:27]([OH:29])=[O:28].[CH2:17]([C:13]1[CH:14]=[C:15]2[C:10](=[CH:11][C:12]=1[CH:19]1[CH2:24][CH2:23][O:22][CH2:21][CH2:20]1)[CH2:9][NH:8][CH2:16]2)[CH3:18], predict the reactants needed to synthesize it. The reactants are: C(OC([N:8]1[CH2:16][C:15]2[C:10](=[CH:11][C:12]([CH:19]3[CH2:24][CH2:23][O:22][CH2:21][CH2:20]3)=[C:13]([CH2:17][CH3:18])[CH:14]=2)[CH2:9]1)=O)(C)(C)C.[F:25][C:26]([F:31])([F:30])[C:27]([OH:29])=[O:28]. (5) Given the product [N:34]1[CH:35]=[CH:36][CH:37]=[CH:38][C:33]=1[C:27]1[O:26][N:25]=[C:24]([C:22]2[O:21][N:20]=[C:19]([C:16]3[CH:17]=[CH:18][C:13]([CH2:12][N:10]4[CH2:11][CH:8]([C:6]([OH:7])=[O:5])[CH2:9]4)=[CH:14][CH:15]=3)[N:23]=2)[C:28]=1[C:29]([F:31])([F:30])[F:32], predict the reactants needed to synthesize it. The reactants are: C([O:5][C:6]([CH:8]1[CH2:11][N:10]([CH2:12][C:13]2[CH:18]=[CH:17][C:16]([C:19]3[N:23]=[C:22]([C:24]4[C:28]([C:29]([F:32])([F:31])[F:30])=[C:27]([C:33]5[CH:38]=[CH:37][CH:36]=[CH:35][N:34]=5)[O:26][N:25]=4)[O:21][N:20]=3)=[CH:15][CH:14]=2)[CH2:9]1)=[O:7])(C)(C)C.FC(F)(F)C(O)=O. (6) Given the product [CH3:38][O:37][C:35](=[O:36])[CH:34]([O:26][C:4]1[C:5]([CH3:25])=[CH:6][C:7]([C:9]2[N:13]=[C:12]([C:14]3[CH:19]=[C:18]([CH3:20])[C:17]([CH2:21][CH:22]([CH3:23])[CH3:24])=[CH:16][N:15]=3)[O:11][N:10]=2)=[CH:8][C:3]=1[CH2:1][CH3:2])[C:39]([O:41][CH3:42])=[O:40], predict the reactants needed to synthesize it. The reactants are: [CH2:1]([C:3]1[CH:8]=[C:7]([C:9]2[N:13]=[C:12]([C:14]3[CH:19]=[C:18]([CH3:20])[C:17]([CH2:21][CH:22]([CH3:24])[CH3:23])=[CH:16][N:15]=3)[O:11][N:10]=2)[CH:6]=[C:5]([CH3:25])[C:4]=1[OH:26])[CH3:2].C([O-])([O-])=O.[K+].[K+].Cl[CH:34]([C:39]([O:41][CH3:42])=[O:40])[C:35]([O:37][CH3:38])=[O:36]. (7) Given the product [CH3:1][C:2]1[CH:3]=[C:4]([CH:11]=[CH:12][C:13]([O:15][CH2:16][CH3:17])=[O:14])[CH:5]=[CH:6][C:7]=1[N+:8]([O-:10])=[O:9], predict the reactants needed to synthesize it. The reactants are: [CH3:1][C:2]1[CH:3]=[C:4]([CH:11](O)[CH2:12][C:13]([O:15][CH2:16][CH3:17])=[O:14])[CH:5]=[CH:6][C:7]=1[N+:8]([O-:10])=[O:9].C(N(CC)CC)C.CS(Cl)(=O)=O.C1CCN2C(=NCCC2)CC1. (8) Given the product [Cl:1][C:2]1[CH:3]=[C:4]([NH:25][S:26]([C:29]2[CH:34]=[CH:33][C:32]([Cl:35])=[C:31]([C:36]([F:39])([F:38])[F:37])[CH:30]=2)(=[O:27])=[O:28])[C:5]([C:8]([C:9]2[C:14]([O:15][CH3:16])=[CH:13][CH:12]=[CH:11][C:10]=2[NH:17][C:18](=[O:23])[C:19]([CH3:22])([CH3:21])[CH3:20])=[O:24])=[N:6][CH:7]=1, predict the reactants needed to synthesize it. The reactants are: [Cl:1][C:2]1[CH:3]=[C:4]([NH:25][S:26]([C:29]2[CH:34]=[CH:33][C:32]([Cl:35])=[C:31]([C:36]([F:39])([F:38])[F:37])[CH:30]=2)(=[O:28])=[O:27])[C:5]([CH:8]([OH:24])[C:9]2[C:14]([O:15][CH3:16])=[CH:13][CH:12]=[CH:11][C:10]=2[NH:17][C:18](=[O:23])[C:19]([CH3:22])([CH3:21])[CH3:20])=[N:6][CH:7]=1.CC(OI1(OC(C)=O)(OC(C)=O)OC(=O)C2C=CC=CC1=2)=O.[O-]S([O-])(=S)=O.[Na+].[Na+].C([O-])(O)=O.[Na+].